Task: Predict the reaction yield, written as a fraction of the theoretical maximum amount of product (1.0 means a 100% yield; for example, 0.34 means a 34% yield).. Dataset: Reaction yield outcomes from USPTO patents with 853,638 reactions (1) The reactants are [CH2:1]([O:8][C:9]([N:11]1[CH2:19][C:18]2[C:13](=[CH:14][CH:15]=[C:16]([CH2:20]OS(C)(=O)=O)[CH:17]=2)[CH2:12]1)=[O:10])[C:2]1[CH:7]=[CH:6][CH:5]=[CH:4][CH:3]=1.C([O-])([O-])=O.[K+].[K+].[CH3:32][N:33]1[CH2:38][CH2:37][NH:36][CH2:35][CH2:34]1.[ClH:39].CO. The catalyst is CC(C)=O. The product is [ClH:39].[ClH:39].[CH2:1]([O:8][C:9]([N:11]1[CH2:19][C:18]2[C:13](=[CH:14][CH:15]=[C:16]([CH2:20][N:36]3[CH2:37][CH2:38][N:33]([CH3:32])[CH2:34][CH2:35]3)[CH:17]=2)[CH2:12]1)=[O:10])[C:2]1[CH:7]=[CH:6][CH:5]=[CH:4][CH:3]=1. The yield is 0.650. (2) The reactants are [Br:1][C:2]1[CH:3]=[C:4]([N+:13]([O-])=O)[C:5]([CH3:12])=[C:6]([CH:11]=1)[C:7]([O:9][CH3:10])=[O:8].[Cl-].[NH4+]. The catalyst is CCO.[Fe]. The product is [NH2:13][C:4]1[C:5]([CH3:12])=[C:6]([CH:11]=[C:2]([Br:1])[CH:3]=1)[C:7]([O:9][CH3:10])=[O:8]. The yield is 0.990. (3) The reactants are Br[C:2]1[CH:3]=[CH:4][C:5]([O:8][CH2:9][C:10]2[C:11]([C:16]3[CH:21]=[CH:20][CH:19]=[CH:18][CH:17]=3)=[N:12][O:13][C:14]=2[CH3:15])=[N:6][CH:7]=1.C([Li])CCC.[O:27]1[CH2:30][C:29](=[O:31])[CH2:28]1.CO. The catalyst is C1COCC1. The product is [CH3:15][C:14]1[O:13][N:12]=[C:11]([C:16]2[CH:21]=[CH:20][CH:19]=[CH:18][CH:17]=2)[C:10]=1[CH2:9][O:8][C:5]1[N:6]=[CH:7][C:2]([C:29]2([OH:31])[CH2:30][O:27][CH2:28]2)=[CH:3][CH:4]=1. The yield is 0.660. (4) The reactants are [C:1]1([C:11]([OH:13])=O)[C:10]2[CH2:9][CH2:8][CH2:7][CH2:6][C:5]=2[CH:4]=[CH:3][CH:2]=1.[CH2:14]([O:16][C:17]([C:19]1([NH2:29])[CH2:27][C:26]2[C:21](=[CH:22][CH:23]=[C:24]([F:28])[CH:25]=2)[CH2:20]1)=[O:18])[CH3:15].CN(C(ON1N=NC2C=CC=NC1=2)=[N+](C)C)C.F[P-](F)(F)(F)(F)F.CCN(C(C)C)C(C)C. The catalyst is CN(C=O)C. The product is [CH2:14]([O:16][C:17]([C:19]1([NH:29][C:11]([C:1]2[C:10]3[CH2:9][CH2:8][CH2:7][CH2:6][C:5]=3[CH:4]=[CH:3][CH:2]=2)=[O:13])[CH2:27][C:26]2[C:21](=[CH:22][CH:23]=[C:24]([F:28])[CH:25]=2)[CH2:20]1)=[O:18])[CH3:15]. The yield is 0.400. (5) The reactants are Br[C:2]1[C:10]2[C:9]([N:11]3[CH2:16][CH2:15][C:14]([NH:21][C:22]([O:24][C:25]([CH3:28])([CH3:27])[CH3:26])=[O:23])([C:17]([O:19][CH3:20])=[O:18])[CH2:13][CH2:12]3)=[N:8][CH:7]=[N:6][C:5]=2[N:4]([S:29]([C:32]2[CH:38]=[CH:37][C:35]([CH3:36])=[CH:34][CH:33]=2)(=[O:31])=[O:30])[CH:3]=1.[O-]P([O-])([O-])=O.[K+].[K+].[K+].C1(P([CH:60]2[CH2:65][CH2:64]CCC2)C2CCCCC2)CCCCC1.C1(B(O)O)CC1. The catalyst is C1(C)C=CC=CC=1.O.CCOC(C)=O.C([O-])(=O)C.[Pd+2].C([O-])(=O)C. The product is [C:25]([O:24][C:22]([NH:21][C:14]1([C:17]([O:19][CH3:20])=[O:18])[CH2:15][CH2:16][N:11]([C:9]2[C:10]3[C:2]([CH:64]4[CH2:65][CH2:60]4)=[CH:3][N:4]([S:29]([C:32]4[CH:38]=[CH:37][C:35]([CH3:36])=[CH:34][CH:33]=4)(=[O:31])=[O:30])[C:5]=3[N:6]=[CH:7][N:8]=2)[CH2:12][CH2:13]1)=[O:23])([CH3:28])([CH3:27])[CH3:26]. The yield is 0.434. (6) The reactants are [N+:1]([C:4]1[CH:9]=[CH:8][CH:7]=[CH:6][C:5]=1[NH:10][S:11]([CH3:14])(=[O:13])=[O:12])([O-])=O. The catalyst is CO.[Pd]. The product is [NH2:1][C:4]1[CH:9]=[CH:8][CH:7]=[CH:6][C:5]=1[NH:10][S:11]([CH3:14])(=[O:13])=[O:12]. The yield is 0.870. (7) The catalyst is C1(C)C=CC=CC=1. The reactants are [CH3:1][C@H:2]([NH:10][CH3:11])[CH2:3][C:4]1[CH:5]=[CH:6][CH:7]=[CH:8][CH:9]=1.[CH2:12]([Cl:19])[C:13]1[CH:18]=[CH:17][CH:16]=[CH:15][CH:14]=1.C(=O)([O-])[O-].[Na+].[Na+].O. The product is [CH3:1][C@H:2]([N:10]([CH2:12][C:13]1[CH:14]=[CH:15][CH:16]=[CH:17][CH:18]=1)[CH3:11])[CH2:3][C:4]1[CH:5]=[CH:6][CH:7]=[CH:8][CH:9]=1.[ClH:19]. The yield is 0.825. (8) The reactants are [O:1]1[CH2:6][CH2:5][CH:4]([CH2:7][OH:8])[CH2:3][CH2:2]1.[Li]CCCC.[N+:14]([C:17]1[CH:24]=[CH:23][CH:22]=[C:21]([N+]([O-])=O)[C:18]=1[C:19]#[N:20])([O-:16])=[O:15]. The catalyst is C1COCC1.CCCCCC. The product is [N+:14]([C:17]1[CH:24]=[CH:23][CH:22]=[C:21]([O:8][CH2:7][CH:4]2[CH2:5][CH2:6][O:1][CH2:2][CH2:3]2)[C:18]=1[C:19]#[N:20])([O-:16])=[O:15]. The yield is 0.830.